From a dataset of Forward reaction prediction with 1.9M reactions from USPTO patents (1976-2016). Predict the product of the given reaction. (1) Given the reactants [OH:1][N:2]=[C:3]([C:15]1[C:19]([NH:20][CH2:21][CH2:22][O:23][CH3:24])=[N:18][O:17][N:16]=1)[NH:4][C:5]1[CH:10]=[CH:9][CH:8]=[C:7]([C:11]([F:14])([F:13])[F:12])[CH:6]=1.[C:25](N1C=CN=C1)(N1C=CN=C1)=[O:26], predict the reaction product. The product is: [CH3:24][O:23][CH2:22][CH2:21][NH:20][C:19]1[C:15]([C:3]2[N:4]([C:5]3[CH:10]=[CH:9][CH:8]=[C:7]([C:11]([F:13])([F:14])[F:12])[CH:6]=3)[C:25](=[O:26])[O:1][N:2]=2)=[N:16][O:17][N:18]=1. (2) Given the reactants [Cl:1][C:2]1[CH:7]=[CH:6][C:5]([CH:8]2[C:17]3[C:12](=[CH:13][CH:14]=[CH:15][CH:16]=3)[CH2:11][CH2:10][NH:9]2)=[CH:4][CH:3]=1.[F:18][C:19]1[CH:24]=[CH:23][C:22]([N:25]=[C:26]=[O:27])=[CH:21][CH:20]=1, predict the reaction product. The product is: [Cl:1][C:2]1[CH:7]=[CH:6][C:5]([CH:8]2[C:17]3[C:12](=[CH:13][CH:14]=[CH:15][CH:16]=3)[CH2:11][CH2:10][N:9]2[C:26]([NH:25][C:22]2[CH:23]=[CH:24][C:19]([F:18])=[CH:20][CH:21]=2)=[O:27])=[CH:4][CH:3]=1. (3) The product is: [C:1]([C:4]1[CH:5]=[C:6]([CH3:13])[C:7]([C:8]#[N:9])=[C:10]([I:14])[C:11]=1[OH:12])(=[O:3])[CH3:2]. Given the reactants [C:1]([C:4]1[C:11]([OH:12])=[CH:10][C:7]([C:8]#[N:9])=[C:6]([CH3:13])[CH:5]=1)(=[O:3])[CH3:2].[I:14]N1C(=O)CCC1=O, predict the reaction product. (4) Given the reactants [Br:1][C:2]1[C:7]([CH3:8])=[CH:6][C:5]([OH:9])=[CH:4][C:3]=1[CH3:10].Br[CH2:12][CH2:13][NH:14][C:15](=[O:21])[O:16][C:17]([CH3:20])([CH3:19])[CH3:18].C([O-])([O-])=O.[Cs+].[Cs+], predict the reaction product. The product is: [Br:1][C:2]1[C:7]([CH3:8])=[CH:6][C:5]([O:9][CH2:12][CH2:13][NH:14][C:15](=[O:21])[O:16][C:17]([CH3:20])([CH3:19])[CH3:18])=[CH:4][C:3]=1[CH3:10]. (5) Given the reactants [O:1]=[C:2]1[N:6]([C:7]2[CH:8]=[CH:9][C:10]3[O:15][CH2:14][C:13](=[O:16])[NH:12][C:11]=3[CH:17]=2)[CH2:5][CH:4](C(O)=O)[CH2:3]1.C1(P(N=[N+]=[N-])(C2C=CC=CC=2)=[O:28])C=CC=CC=1.C([N:40]([CH2:43]C)CC)C.[C:45]([OH:49])([CH3:48])([CH3:47])[CH3:46], predict the reaction product. The product is: [C:45]([O:49][C:43](=[O:28])[NH:40][CH:4]1[CH2:3][C:2](=[O:1])[N:6]([C:7]2[CH:8]=[CH:9][C:10]3[O:15][CH2:14][C:13](=[O:16])[NH:12][C:11]=3[CH:17]=2)[CH2:5]1)([CH3:48])([CH3:47])[CH3:46]. (6) Given the reactants [F:1][C:2]1[CH:12]=[CH:11][C:5]([C:6]([O:8][CH2:9][CH3:10])=[O:7])=[CH:4][C:3]=1[CH:13]=[CH2:14].[N+](=[CH2:17])=[N-], predict the reaction product. The product is: [CH:13]1([C:3]2[CH:4]=[C:5]([CH:11]=[CH:12][C:2]=2[F:1])[C:6]([O:8][CH2:9][CH3:10])=[O:7])[CH2:17][CH2:14]1.